From a dataset of Forward reaction prediction with 1.9M reactions from USPTO patents (1976-2016). Predict the product of the given reaction. (1) Given the reactants [NH2:1][C:2]1[CH:31]=[CH:30][C:5]([O:6][C:7]2[CH:12]=[CH:11][N:10]=[C:9]3[CH:13]=[C:14]([C:16]4[CH:21]=[CH:20][C:19]([C:22]([N:24]5[CH2:29][CH2:28][O:27][CH2:26][CH2:25]5)=[O:23])=[CH:18][CH:17]=4)[S:15][C:8]=23)=[C:4]([F:32])[CH:3]=1.[CH3:33][N:34]1[CH:39]=[CH:38][N:37]=[C:36]([C:40](O)=[O:41])[C:35]1=[O:43].O=C1NC=CN=C1C(OC)=O.IC, predict the reaction product. The product is: [F:32][C:4]1[CH:3]=[C:2]([NH:1][C:40]([C:36]2[C:35](=[O:43])[N:34]([CH3:33])[CH:39]=[CH:38][N:37]=2)=[O:41])[CH:31]=[CH:30][C:5]=1[O:6][C:7]1[CH:12]=[CH:11][N:10]=[C:9]2[CH:13]=[C:14]([C:16]3[CH:17]=[CH:18][C:19]([C:22]([N:24]4[CH2:25][CH2:26][O:27][CH2:28][CH2:29]4)=[O:23])=[CH:20][CH:21]=3)[S:15][C:8]=12. (2) Given the reactants [F:1][C:2]([F:7])([F:6])[C:3]([OH:5])=[O:4].FC(F)(F)C(O)=O.[Cl:15][C:16]1[CH:17]=[N:18][C:19]2[NH:20][C:21]3[CH:22]=[CH:23][CH:24]=[C:25]([CH:47]=3)[CH2:26][CH2:27][C:28]3[CH:36]=[C:32]([NH:33][C:34]=1[N:35]=2)[CH:31]=[CH:30][C:29]=3[NH:37][C:38](=[O:46])[CH2:39][C@H:40]1[CH2:45][CH2:44][CH2:43][NH:42][CH2:41]1.[C:48](Cl)(=[O:55])[C:49]1[CH:54]=[CH:53][CH:52]=[CH:51][CH:50]=1, predict the reaction product. The product is: [F:1][C:2]([F:7])([F:6])[C:3]([OH:5])=[O:4].[C:48]([N:42]1[CH2:43][CH2:44][CH2:45][C@H:40]([CH2:39][C:38]([NH:37][C:29]2[CH:30]=[CH:31][C:32]3[NH:33][C:34]4[N:35]=[C:19]([NH:20][C:21]5[CH:22]=[CH:23][CH:24]=[C:25]([CH:47]=5)[CH2:26][CH2:27][C:28]=2[CH:36]=3)[N:18]=[CH:17][C:16]=4[Cl:15])=[O:46])[CH2:41]1)(=[O:55])[C:49]1[CH:54]=[CH:53][CH:52]=[CH:51][CH:50]=1. (3) Given the reactants [CH3:1][C:2]1[S:3][C:4]([CH:8]([C:10]2[N:14]([CH3:15])[N:13]=[N:12][CH:11]=2)[OH:9])=[C:5]([CH3:7])[N:6]=1.[Al], predict the reaction product. The product is: [CH3:1][C:2]1[S:3][C:4]([C:8]([C:10]2[N:14]([CH3:15])[N:13]=[N:12][CH:11]=2)=[O:9])=[C:5]([CH3:7])[N:6]=1. (4) Given the reactants [CH3:1][O:2][C:3]1[CH:4]=[C:5]([OH:11])[CH:6]=[CH:7][C:8]=1[O:9][CH3:10].[CH2:12](Cl)[C:13]#[CH:14].C(=O)([O-])[O-].[K+].[K+], predict the reaction product. The product is: [CH3:10][O:9][C:8]1[CH:7]=[CH:6][C:5]([O:11][CH2:14][C:13]#[CH:12])=[CH:4][C:3]=1[O:2][CH3:1]. (5) Given the reactants [CH3:1][N:2]([CH3:33])[C:3]([O:5][C:6]1[CH:7]=[C:8]([NH:12][C:13]([C:15]2([O:28][CH2:29][CH2:30][O:31][CH3:32])[CH2:20][CH2:19][N:18](C(OC(C)(C)C)=O)[CH2:17][CH2:16]2)=[O:14])[CH:9]=[CH:10][CH:11]=1)=[O:4].Cl, predict the reaction product. The product is: [CH3:33][N:2]([CH3:1])[C:3](=[O:4])[O:5][C:6]1[CH:11]=[CH:10][CH:9]=[C:8]([NH:12][C:13]([C:15]2([O:28][CH2:29][CH2:30][O:31][CH3:32])[CH2:20][CH2:19][NH:18][CH2:17][CH2:16]2)=[O:14])[CH:7]=1. (6) Given the reactants [Cl:1][C:2]1[CH:7]=[CH:6][C:5]([CH2:8][C:9]2[C:18]3[C:13](=[CH:14][CH:15]=[CH:16][CH:17]=3)[C:12](=[O:19])[N:11]([CH2:20][C@H:21]3[CH2:25][CH2:24][CH2:23][N:22]3C(OC(C)(C)C)=O)[N:10]=2)=[CH:4][CH:3]=1.Cl.C(O)(C(F)(F)F)=O, predict the reaction product. The product is: [Cl:1][C:2]1[CH:7]=[CH:6][C:5]([CH2:8][C:9]2[C:18]3[C:13](=[CH:14][CH:15]=[CH:16][CH:17]=3)[C:12](=[O:19])[N:11]([CH2:20][C@H:21]3[CH2:25][CH2:24][CH2:23][NH:22]3)[N:10]=2)=[CH:4][CH:3]=1. (7) Given the reactants [CH3:1][C:2]1([C:7]2[CH:12]=[CH:11][CH:10]=[CH:9][CH:8]=2)[O:6]CCO1.S([O-])(O[CH2:17][CH2:18][CH2:19][CH2:20][CH2:21][CH2:17][CH2:18][CH2:19][CH2:20][CH2:21]CC)(=O)=O.[Na+].O.[C:32]1(C)C=CC(S(O)(=O)=O)=CC=1.C(OCC)C, predict the reaction product. The product is: [C:7]1([C:2]([C:1]2[CH:21]=[CH:20][CH:19]=[CH:18][CH:17]=2)([OH:6])[CH3:32])[CH:8]=[CH:9][CH:10]=[CH:11][CH:12]=1. (8) Given the reactants [H-].[Na+].[Br:3][C:4]1[N:9]=[C:8]([NH:10][N:11]=[C:12]2[CH2:18][CH2:17][CH2:16][N:15]([C:19]([O:21][C:22]([CH3:25])([CH3:24])[CH3:23])=[O:20])[CH2:14][CH2:13]2)[CH:7]=[CH:6][CH:5]=1.[CH3:26]I, predict the reaction product. The product is: [Br:3][C:4]1[N:9]=[C:8]([N:10]([CH3:26])[N:11]=[C:12]2[CH2:18][CH2:17][CH2:16][N:15]([C:19]([O:21][C:22]([CH3:25])([CH3:24])[CH3:23])=[O:20])[CH2:14][CH2:13]2)[CH:7]=[CH:6][CH:5]=1. (9) Given the reactants Cl.[CH2:2]([N:4]=C=NCCCN(C)C)C.Cl.[CH2:14]([O:16][C:17]1[CH:18]=[C:19]2[C:24](=[C:25]3[CH2:29][C:28]([CH3:31])([CH3:30])[O:27][C:26]=13)[C:23]([C:32]1[CH:33]=[C:34]([CH:38]=[CH:39][CH:40]=1)[C:35]([OH:37])=O)=[N:22][C:21]([CH3:42])([CH3:41])[CH2:20]2)[CH3:15].O.ON1C2C=CC=CC=2N=N1.CN.CO, predict the reaction product. The product is: [CH2:14]([O:16][C:17]1[CH:18]=[C:19]2[C:24](=[C:25]3[CH2:29][C:28]([CH3:30])([CH3:31])[O:27][C:26]=13)[C:23]([C:32]1[CH:33]=[C:34]([CH:38]=[CH:39][CH:40]=1)[C:35]([NH:4][CH3:2])=[O:37])=[N:22][C:21]([CH3:41])([CH3:42])[CH2:20]2)[CH3:15]. (10) Given the reactants [NH2:1][C:2]1[CH:3]=[C:4]([C:8]2([CH3:20])[CH2:13][CH2:12][N:11]([CH2:14][CH2:15][CH2:16][CH2:17][CH2:18][CH3:19])[CH2:10][CH2:9]2)[CH:5]=[CH:6][CH:7]=1.[CH3:21][S:22](Cl)(=[O:24])=[O:23].N1C=CC=CC=1, predict the reaction product. The product is: [NH3:1].[CH2:14]([N:11]1[CH2:12][CH2:13][C:8]([C:4]2[CH:5]=[CH:6][CH:7]=[C:2]([NH:1][S:22]([CH3:21])(=[O:24])=[O:23])[CH:3]=2)([CH3:20])[CH2:9][CH2:10]1)[CH2:15][CH2:16][CH2:17][CH2:18][CH3:19].